Predict the reaction yield, written as a fraction of the theoretical maximum amount of product (1.0 means a 100% yield; for example, 0.34 means a 34% yield). From a dataset of Reaction yield outcomes from USPTO patents with 853,638 reactions. (1) The reactants are [NH2:1][C:2]1[N:3]=[C:4]2[C:13]3[C:7]([CH2:8][CH:9]([C:14](O)=[O:15])[S:10][C:11]=3[N:12]=1)=[N:6][N:5]2[CH2:17][C:18]1[C:23]([CH3:24])=[C:22]([O:25][CH3:26])[C:21]([CH3:27])=[CH:20][N:19]=1.[CH:28]1([NH2:31])[CH2:30][CH2:29]1.O.ON1C2C=CC=CC=2N=N1.Cl.CN(C)CCCN=C=NCC. The catalyst is CN(C)C=O. The product is [NH2:1][C:2]1[N:3]=[C:4]2[C:13]3[C:7]([CH2:8][CH:9]([C:14]([NH:31][CH:28]4[CH2:30][CH2:29]4)=[O:15])[S:10][C:11]=3[N:12]=1)=[N:6][N:5]2[CH2:17][C:18]1[C:23]([CH3:24])=[C:22]([O:25][CH3:26])[C:21]([CH3:27])=[CH:20][N:19]=1. The yield is 0.340. (2) The reactants are [CH2:1]([OH:6])[C:2]([CH3:5])([CH3:4])[CH3:3].[H-].[Na+].Cl[C:10]1[C:11]2[CH:20]=[CH:19][N:18]([C:21]3[CH:26]=[CH:25][C:24]([CH3:27])=[CH:23][C:22]=3[CH3:28])[C:12]=2[C:13](=[O:17])[N:14]([CH3:16])[N:15]=1. The catalyst is CN(C=O)C.O. The product is [CH3:28][C:22]1[CH:23]=[C:24]([CH3:27])[CH:25]=[CH:26][C:21]=1[N:18]1[C:12]2[C:13](=[O:17])[N:14]([CH3:16])[N:15]=[C:10]([O:6][CH2:1][C:2]([CH3:5])([CH3:4])[CH3:3])[C:11]=2[CH:20]=[CH:19]1. The yield is 0.630.